This data is from Full USPTO retrosynthesis dataset with 1.9M reactions from patents (1976-2016). The task is: Predict the reactants needed to synthesize the given product. (1) Given the product [CH2:23]([C@H:9]([NH:8][C:41](=[O:43])[C:40]1[CH:44]=[C:45]([CH3:47])[CH:46]=[C:38]([C:36]([N:35]([CH2:32][CH2:33][CH3:34])[CH2:48][CH2:49][CH3:50])=[O:37])[CH:39]=1)[C@H:10]([OH:22])[CH2:11][NH:12][CH2:13][CH2:14][CH2:19][C:18]1[CH:17]=[CH:16][C:15]([CH3:2])=[CH:56][C:51]=1[CH3:52])[C:24]1[CH:25]=[CH:26][CH:27]=[CH:28][CH:29]=1, predict the reactants needed to synthesize it. The reactants are: F[C:2](F)(F)C(O)=O.[NH2:8][C@@H:9]([CH2:23][C:24]1[CH:29]=[C:28](F)[CH:27]=[C:26](F)[CH:25]=1)[C@H:10]([OH:22])[CH2:11][NH:12][CH2:13][C:14]1[CH:19]=[CH:18][CH:17]=[C:16](OC)[CH:15]=1.[CH2:32]([N:35]([CH2:48][CH2:49][CH3:50])[C:36]([C:38]1[CH:39]=[C:40]([CH:44]=[C:45]([CH3:47])[CH:46]=1)[C:41]([OH:43])=O)=[O:37])[CH2:33][CH3:34].[CH:51]1[CH:52]=CC2N(O)N=NC=2[CH:56]=1.CN1CCOCC1.C(Cl)CCl. (2) Given the product [O:4]1[C:8]2[CH:9]=[CH:10][CH:11]=[C:12]([N:13]3[CH2:18][CH2:17][N:16]([CH2:19][CH2:20][C@H:21]4[CH2:26][CH2:25][C@H:24]([NH:27][C:34](=[O:35])[C:33]5[CH:37]=[CH:38][C:30]([C:28]#[N:29])=[CH:31][CH:32]=5)[CH2:23][CH2:22]4)[CH2:15][CH2:14]3)[C:7]=2[O:6][CH2:5]1, predict the reactants needed to synthesize it. The reactants are: Cl.Cl.Cl.[O:4]1[C:8]2[CH:9]=[CH:10][CH:11]=[C:12]([N:13]3[CH2:18][CH2:17][N:16]([CH2:19][CH2:20][C@H:21]4[CH2:26][CH2:25][C@H:24]([NH2:27])[CH2:23][CH2:22]4)[CH2:15][CH2:14]3)[C:7]=2[O:6][CH2:5]1.[C:28]([C:30]1[CH:38]=[CH:37][C:33]([C:34](O)=[O:35])=[CH:32][CH:31]=1)#[N:29].